The task is: Predict the reaction yield, written as a fraction of the theoretical maximum amount of product (1.0 means a 100% yield; for example, 0.34 means a 34% yield).. This data is from Reaction yield outcomes from USPTO patents with 853,638 reactions. (1) The reactants are FC(F)(F)C(O)=O.[CH2:8]([N:14]([CH3:30])[C:15]([C@@H:17]1[CH2:21][C@@H:20]([OH:22])[CH2:19][N:18]1C(OC(C)(C)C)=O)=[O:16])[CH2:9][CH2:10][CH2:11][CH:12]=[CH2:13]. The product is [CH2:8]([N:14]([CH3:30])[C:15]([C@@H:17]1[CH2:21][C@@H:20]([OH:22])[CH2:19][NH:18]1)=[O:16])[CH2:9][CH2:10][CH2:11][CH:12]=[CH2:13]. The yield is 1.00. The catalyst is C(Cl)Cl. (2) The reactants are [CH2:1]([O:8][C:9]1[C:18](=[O:19])[N:17]2[C:12]([C:13]([CH3:21])([CH3:20])[O:14][CH2:15][CH2:16]2)=[N:11][C:10]=1[C:22]([OH:24])=O)[C:2]1[CH:7]=[CH:6][CH:5]=[CH:4][CH:3]=1.Cl.[S:26]1[CH:30]=[CH:29][C:28]2[CH:31]=[CH:32][CH:33]=[C:34]([CH2:35][NH2:36])[C:27]1=2.F[P-](F)(F)(F)(F)F.N1(O[P+](N2CCCC2)(N2CCCC2)N2CCCC2)C2C=CC=CC=2N=N1.C(N(C(C)C)CC)(C)C. The catalyst is CC#N.CN(C)C=O. The product is [S:26]1[CH:30]=[CH:29][C:28]2[CH:31]=[CH:32][CH:33]=[C:34]([CH2:35][NH:36][C:22]([C:10]3[N:11]=[C:12]4[N:17]([C:18](=[O:19])[C:9]=3[O:8][CH2:1][C:2]3[CH:7]=[CH:6][CH:5]=[CH:4][CH:3]=3)[CH2:16][CH2:15][O:14][C:13]4([CH3:20])[CH3:21])=[O:24])[C:27]1=2. The yield is 0.870. (3) The reactants are C(OC([N:8]([C:16]1[C:21]([C:22]2[O:26][N:25]=[C:24]([C:27]3[CH:32]=[CH:31][C:30]([CH2:33][N:34](C(OC(C)(C)C)=O)[CH:35]4[CH2:40][CH2:39][O:38][CH2:37][CH2:36]4)=[CH:29][CH:28]=3)[CH:23]=2)=[N:20][C:19]([C:48]2[CH:53]=[CH:52][C:51]([S:54]([CH:57]([CH3:59])[CH3:58])(=[O:56])=[O:55])=[CH:50][CH:49]=2)=[CH:18][N:17]=1)C(=O)OC(C)(C)C)=O)(C)(C)C.C(O)(C(F)(F)F)=O.[OH-].[Na+]. The catalyst is C(Cl)Cl.CCO. The product is [CH:57]([S:54]([C:51]1[CH:52]=[CH:53][C:48]([C:19]2[N:20]=[C:21]([C:22]3[O:26][N:25]=[C:24]([C:27]4[CH:32]=[CH:31][C:30]([CH2:33][NH:34][CH:35]5[CH2:36][CH2:37][O:38][CH2:39][CH2:40]5)=[CH:29][CH:28]=4)[CH:23]=3)[C:16]([NH2:8])=[N:17][CH:18]=2)=[CH:49][CH:50]=1)(=[O:56])=[O:55])([CH3:59])[CH3:58]. The yield is 0.980. (4) The reactants are [CH3:1][O:2][C:3]1[CH:8]=[C:7]([O:9][CH3:10])[CH:6]=[CH:5][C:4]=1[C:11]1[C:19]2[O:18][CH:17]([CH2:20][NH2:21])[CH2:16][C:15]=2[CH:14]=[CH:13][CH:12]=1.C(N(C(C)C)CC)(C)C.Cl[C:32]([O:34][CH2:35][C:36]1[CH:41]=[CH:40][CH:39]=[CH:38][CH:37]=1)=[O:33].C(OC(=O)NCC1CC2C=CC=C(C3CCCC3)C=2O1)C1C=CC=CC=1. No catalyst specified. The product is [CH3:1][O:2][C:3]1[CH:8]=[C:7]([O:9][CH3:10])[CH:6]=[CH:5][C:4]=1[C:11]1[C:19]2[O:18][CH:17]([CH2:20][NH:21][C:32](=[O:33])[O:34][CH2:35][C:36]3[CH:41]=[CH:40][CH:39]=[CH:38][CH:37]=3)[CH2:16][C:15]=2[CH:14]=[CH:13][CH:12]=1. The yield is 0.850. (5) The reactants are Cl.[CH3:2][CH:3]1[C:8](=O)[CH:7]2[CH2:10][CH2:11][N:4]1[CH2:5][CH2:6]2.Cl.[NH2:13][OH:14].O.O.O.C([O-])(=O)C.[Na+]. The catalyst is CCO. The product is [CH3:2][CH:3]1[C:8](=[N:13][OH:14])[CH:7]2[CH2:10][CH2:11][N:4]1[CH2:5][CH2:6]2. The yield is 1.00. (6) The reactants are C(Cl)(=O)C(Cl)=O.[Cl:7][C:8]1[S:12][C:11]([C:13]([OH:15])=O)=[CH:10][CH:9]=1.[CH3:16][C:17]([C:19]1[CH:24]=[CH:23][CH:22]=[C:21]([NH2:25])[CH:20]=1)=[O:18].C(N(CC)CC)C. The catalyst is C(Cl)Cl.C(OCC)(=O)C.CN(C=O)C. The product is [C:17]([C:19]1[CH:20]=[C:21]([NH:25][C:13]([C:11]2[S:12][C:8]([Cl:7])=[CH:9][CH:10]=2)=[O:15])[CH:22]=[CH:23][CH:24]=1)(=[O:18])[CH3:16]. The yield is 0.810. (7) The reactants are Cl[CH2:2][CH2:3][C:4]1[C:5]2[CH:19]=[C:18]([C:20]([CH3:28])([C:22]3[O:23][C:24]([CH3:27])=[N:25][N:26]=3)[CH3:21])[S:17][C:6]=2[NH:7][C:8]=1[C:9]1[CH:14]=[C:13]([CH3:15])[CH:12]=[C:11]([CH3:16])[CH:10]=1.C(N(C(C)C)CC)(C)C.[O:38]=[C:39]([N:47]1[CH2:51][CH2:50][CH2:49][CH2:48]1)[CH2:40][N:41]1[CH2:46][CH2:45][NH:44][CH2:43][CH2:42]1. The catalyst is [I-].C([N+](CCCC)(CCCC)CCCC)CCC.O1CCOCC1.C(OCC)C. The product is [CH3:16][C:11]1[CH:10]=[C:9]([C:8]2[NH:7][C:6]3[S:17][C:18]([C:20]([CH3:28])([C:22]4[O:23][C:24]([CH3:27])=[N:25][N:26]=4)[CH3:21])=[CH:19][C:5]=3[C:4]=2[CH2:3][CH2:2][N:44]2[CH2:43][CH2:42][N:41]([CH2:40][C:39](=[O:38])[N:47]3[CH2:48][CH2:49][CH2:50][CH2:51]3)[CH2:46][CH2:45]2)[CH:14]=[C:13]([CH3:15])[CH:12]=1. The yield is 0.370.